From a dataset of Full USPTO retrosynthesis dataset with 1.9M reactions from patents (1976-2016). Predict the reactants needed to synthesize the given product. (1) Given the product [ClH:18].[NH2:10][CH2:9][C:7]1[O:6][N:5]=[C:4]([C:1]([NH2:2])=[O:3])[CH:8]=1, predict the reactants needed to synthesize it. The reactants are: [C:1]([C:4]1[CH:8]=[C:7]([CH2:9][NH:10]C(=O)OC(C)(C)C)[O:6][N:5]=1)(=[O:3])[NH2:2].[ClH:18]. (2) Given the product [CH3:2][C:3]1([CH3:26])[CH2:12][CH2:11][C:10]([CH3:13])([CH3:14])[C:9]2[CH:8]=[C:7]([C:15]3[S:16][CH:17]=[C:18]([CH:20]4[CH2:25][CH2:24][N:23]([CH2:32][CH2:31][CH2:30][CH2:29][CH2:28][OH:27])[CH2:22][CH2:21]4)[N:19]=3)[CH:6]=[CH:5][C:4]1=2, predict the reactants needed to synthesize it. The reactants are: Cl.[CH3:2][C:3]1([CH3:26])[CH2:12][CH2:11][C:10]([CH3:14])([CH3:13])[C:9]2[CH:8]=[C:7]([C:15]3[S:16][CH:17]=[C:18]([CH:20]4[CH2:25][CH2:24][NH:23][CH2:22][CH2:21]4)[N:19]=3)[CH:6]=[CH:5][C:4]1=2.[OH:27][CH2:28][CH2:29][CH2:30][CH2:31][CH:32]=O. (3) Given the product [CH3:11][C:10]1([CH3:13])[CH2:9][CH2:8][C:3]2[C:4](=[CH:5][CH:6]=[CH:7][CH:2]=2)[O:12]1, predict the reactants needed to synthesize it. The reactants are: Br[C:2]1[CH:7]=[CH:6][CH:5]=[CH:4][C:3]=1[CH2:8][CH2:9][C:10]([CH3:13])([OH:12])[CH3:11].CC(C)([O-])C.[Na+].